Dataset: hERG Central: cardiac toxicity at 1µM, 10µM, and general inhibition. Task: Predict hERG channel inhibition at various concentrations. (1) The molecule is O=C(OCc1cccnc1)C1=Cc2ccccc2OC1. Results: hERG_inhib (hERG inhibition (general)): blocker. (2) The molecule is CCCCN(C)C(=O)C1CCN(C/C(C)=C/c2ccccc2)CC1.O=C(O)C(=O)O. Results: hERG_inhib (hERG inhibition (general)): blocker.